From a dataset of Peptide-MHC class II binding affinity with 134,281 pairs from IEDB. Regression. Given a peptide amino acid sequence and an MHC pseudo amino acid sequence, predict their binding affinity value. This is MHC class II binding data. (1) The peptide sequence is EAKYWCPDSMEYNCP. The MHC is DRB1_0701 with pseudo-sequence DRB1_0701. The binding affinity (normalized) is 0.385. (2) The MHC is DRB1_0405 with pseudo-sequence DRB1_0405. The peptide sequence is LRGLLSTFIAALMGA. The binding affinity (normalized) is 0.475.